This data is from Full USPTO retrosynthesis dataset with 1.9M reactions from patents (1976-2016). The task is: Predict the reactants needed to synthesize the given product. (1) Given the product [C:22]([O:21][C:19]([N:26]1[CH2:31][CH2:30][C:29]([C:32]#[N:33])([C:12]2[CH:17]=[CH:16][N:15]=[CH:14][C:13]=2[F:18])[CH2:28][CH2:27]1)=[O:20])([CH3:25])([CH3:23])[CH3:24], predict the reactants needed to synthesize it. The reactants are: C[Si](C)(C)N[Si](C)(C)C.[K].Cl[C:12]1[CH:17]=[CH:16][N:15]=[CH:14][C:13]=1[F:18].[C:19]([N:26]1[CH2:31][CH2:30][CH:29]([C:32]#[N:33])[CH2:28][CH2:27]1)([O:21][C:22]([CH3:25])([CH3:24])[CH3:23])=[O:20]. (2) Given the product [CH3:11][N:12]1[CH2:17][CH2:16][N:15]([C:2]2[CH:7]=[N:6][C:5]([N+:8]([O-:10])=[O:9])=[CH:4][CH:3]=2)[CH2:14][CH2:13]1, predict the reactants needed to synthesize it. The reactants are: Br[C:2]1[CH:3]=[CH:4][C:5]([N+:8]([O-:10])=[O:9])=[N:6][CH:7]=1.[CH3:11][N:12]1[CH2:17][CH2:16][NH:15][CH2:14][CH2:13]1.Cl. (3) Given the product [NH2:1][C:2]1[C:3](=[O:10])[N:4]([CH3:9])[CH:5]=[C:6]([C:65]2[CH:66]=[CH:67][CH:68]=[C:58]([N:52]3[CH2:51][CH2:50][C:49]4[C:54](=[CH:55][CH:56]=[C:47]([N:46]([CH3:78])[CH3:45])[CH:48]=4)[C:53]3=[O:57])[C:59]=2[CH2:60][O:61][C:62](=[O:64])[CH3:63])[CH:7]=1, predict the reactants needed to synthesize it. The reactants are: [NH2:1][C:2]1[C:3](=[O:10])[N:4]([CH3:9])[CH:5]=[C:6](Br)[CH:7]=1.CC(C1C=C(C(C)C)C(C2C=CC=CC=2P(C2CCCCC2)C2CCCCC2)=C(C(C)C)C=1)C.[CH3:45][N:46]([CH3:78])[C:47]1[CH:48]=[C:49]2[C:54](=[CH:55][CH:56]=1)[C:53](=[O:57])[N:52]([C:58]1[CH:68]=[CH:67][CH:66]=[C:65](B3OC(C)(C)C(C)(C)O3)[C:59]=1[CH2:60][O:61][C:62](=[O:64])[CH3:63])[CH2:51][CH2:50]2.P([O-])([O-])([O-])=O.[K+].[K+].[K+]. (4) The reactants are: [H-].[H-].[H-].[H-].[Li+].[Al+3].[Cl:7][C:8]1[CH:13]=[CH:12][C:11]([C:14]2[C:15]([CH2:23][O:24][C:25]3[C:30]([F:31])=[CH:29][C:28]([CH2:32][CH2:33][C:34](OCC)=[O:35])=[C:27]([F:39])[C:26]=3[F:40])=[C:16]([C:19]([F:22])([F:21])[F:20])[S:17][CH:18]=2)=[CH:10][CH:9]=1. Given the product [Cl:7][C:8]1[CH:9]=[CH:10][C:11]([C:14]2[C:15]([CH2:23][O:24][C:25]3[C:30]([F:31])=[CH:29][C:28]([CH2:32][CH2:33][CH2:34][OH:35])=[C:27]([F:39])[C:26]=3[F:40])=[C:16]([C:19]([F:21])([F:22])[F:20])[S:17][CH:18]=2)=[CH:12][CH:13]=1, predict the reactants needed to synthesize it. (5) Given the product [Cl:1][C:2]1[CH:3]=[C:4]2[C:5](=[CH:6][CH:7]=1)[C:8]1([CH2:9][CH2:10][N:11]([C:14]([O:16][C:17]([CH3:18])([CH3:20])[CH3:19])=[O:15])[CH2:12][CH2:13]1)[O:21][CH2:22]2, predict the reactants needed to synthesize it. The reactants are: [Cl:1][C:2]1[CH:7]=[CH:6][C:5]([C:8]2([OH:21])[CH2:13][CH2:12][N:11]([C:14]([O:16][C:17]([CH3:20])([CH3:19])[CH3:18])=[O:15])[CH2:10][CH2:9]2)=[C:4]([CH2:22]O)[CH:3]=1.C1(P(C2C=CC=CC=2)C2C=CC=CC=2)C=CC=CC=1.CCOC(/N=N/C(OCC)=O)=O. (6) Given the product [NH:8]=[C:9]=[NH:11].[NH2:11][C:12]1[C:16]([CH3:17])=[CH:15][S:14][CH:13]=1.[Cl:18][C:13]1[S:14][CH:15]=[C:16]([CH3:17])[C:12]=1[NH:11][C:9]1[NH:8][C:3]2[CH:4]=[CH:5][CH:6]=[CH:7][C:2]=2[N:1]=1, predict the reactants needed to synthesize it. The reactants are: [NH2:1][C:2]1[CH:7]=[CH:6][CH:5]=[CH:4][C:3]=1[NH:8][C:9]([NH:11][C:12]1[C:16]([CH3:17])=[CH:15][S:14][C:13]=1[Cl:18])=S.C1(C)C=CC(S(Cl)(=O)=O)=CC=1.C1(S(Cl)(=O)=O)C=CC=CC=1.[OH-].[Na+].C(=O)([O-])[O-].[Na+].[Na+].[OH-].[K+].[OH-].[Li+].C(=O)([O-])[O-].[K+].[K+]. (7) Given the product [CH3:1][C@:2]12[C@@:19]3([CH3:20])[C@@H:10]([C@:11]4([CH3:42])[C@@H:16]([CH2:17][CH2:18]3)[C:15]([CH3:21])([CH3:22])[C:14]([C:23]3[CH2:41][C:25]5([CH2:26][C:27]([C:35]([OH:37])=[O:36])([C:29]([OH:31])=[O:30])[CH2:28]5)[CH:24]=3)=[CH:13][CH2:12]4)[CH2:9][CH2:8][C@@H:7]1[C@H:6]1[C@H:43]([C:46]([CH3:48])=[CH2:47])[CH2:44][CH2:45][C@:5]1([NH:49][CH2:50][CH2:51][N:52]([C:60]1[CH:61]=[CH:62][CH:63]=[CH:64][CH:65]=1)[S:53]([C:56]([F:57])([F:58])[F:59])(=[O:55])=[O:54])[CH2:4][CH2:3]2, predict the reactants needed to synthesize it. The reactants are: [CH3:1][C@:2]12[C@@:19]3([CH3:20])[C@@H:10]([C@:11]4([CH3:42])[C@@H:16]([CH2:17][CH2:18]3)[C:15]([CH3:22])([CH3:21])[C:14]([C:23]3[CH2:41][C:25]5([CH2:28][C:27]([C:35]([O:37]C(C)C)=[O:36])([C:29]([O:31]C(C)C)=[O:30])[CH2:26]5)[CH:24]=3)=[CH:13][CH2:12]4)[CH2:9][CH2:8][C@@H:7]1[C@H:6]1[C@H:43]([C:46]([CH3:48])=[CH2:47])[CH2:44][CH2:45][C@:5]1([NH:49][CH2:50][CH2:51][N:52]([C:60]1[CH:65]=[CH:64][CH:63]=[CH:62][CH:61]=1)[S:53]([C:56]([F:59])([F:58])[F:57])(=[O:55])=[O:54])[CH2:4][CH2:3]2.[OH-].[Na+].Cl.